From a dataset of Catalyst prediction with 721,799 reactions and 888 catalyst types from USPTO. Predict which catalyst facilitates the given reaction. Reactant: [N:1]([C@H:4]1[CH2:9][CH2:8][N:7]([C:10]([O:12][C:13]([CH3:16])([CH3:15])[CH3:14])=[O:11])[C@@H:6]([CH3:17])[CH2:5]1)=[N+]=[N-]. Product: [NH2:1][C@H:4]1[CH2:9][CH2:8][N:7]([C:10]([O:12][C:13]([CH3:16])([CH3:15])[CH3:14])=[O:11])[C@@H:6]([CH3:17])[CH2:5]1. The catalyst class is: 19.